This data is from Experimentally validated miRNA-target interactions with 360,000+ pairs, plus equal number of negative samples. The task is: Binary Classification. Given a miRNA mature sequence and a target amino acid sequence, predict their likelihood of interaction. (1) The miRNA is hsa-miR-532-3p with sequence CCUCCCACACCCAAGGCUUGCA. The protein sequence of the target gene is MKLLWQAKMSSIQDWGEEVEEGAVYHVTLKRVQIQQAANKGARWLGVEGDQLPPGHTVSQYETCKIRTIKAGTLEKLVENLLTAFGDNDFTYISIFLSTYRGFASTKEVLELLLDRYGNLTGPNCEDDGSQSSPESKAVIRNAIASILRAWLDQCAEDFREPPHFPCLQKLLEYLKQMMPGSDPERRAQNLLEQFQKQDVDSDNGLLNTSSFSLEEEEELESGGSAEFTNFSEDLVAEQLTYMDAQLFKKVVPHHCLGCIWSQRDKKENKHLAPTIRATISQFNTLTKCVVSTVLGSKEL.... Result: 0 (no interaction). (2) The miRNA is hsa-miR-4530 with sequence CCCAGCAGGACGGGAGCG. The protein sequence of the target gene is MRWLTLIAVAHLIAFLSSAEITCPRIPEKCDCKISKSMIILSCNGEDVKTIAQTVGTSQIDELHILNGTDVKIESLPFNGLRTIAILNSTLQSFSPTAWRHVEATIEHITINGNELKTVPVFGNLSTLMSMNLNSNQISSIPDKAFNGLSALTQLRLENNAICDFPPKSLDAVKASLVLLDVSGNCLDAIPAQILRNAANLMYLDLGSNNISEINNFELMNLPFLRELRVQNNTLRRIHPMAFMNVPQLQYLYLQDNIISTLDGNRLQGFKNLEVLDVSNNALYALPSLKDLPNLKQVRV.... Result: 0 (no interaction). (3) The protein sequence of the target gene is MSASVKESLQLQLLEMEMLFSMFPNQGEVKLEDVNALTNIKRYLEGTREALPPKIEFVITLQIEEPKVKIDLQVTMPHSYPYVALQLFGRSSELDRHQQLLLNKGLTSYIGTFDPGELCVCAAIQWLQDNSASYFLNRKLVYEPSTQAKPVKNTFLRMWIYSHHIYQQDLRKKILDVGKRLDVTGFCMTGKPGIICVEGFKEHCEEFWHTIRYPNWKHISCKHAESVETEGNGEDLRLFHSFEELLLEAHGDYGLRNDYHMNLGQFLEFLKKHKSEHVFQILFGIESKSSDS. Result: 1 (interaction). The miRNA is hsa-miR-548t-3p with sequence AAAAACCACAAUUACUUUUGCACCA.